This data is from Catalyst prediction with 721,799 reactions and 888 catalyst types from USPTO. The task is: Predict which catalyst facilitates the given reaction. (1) Reactant: C(OC(=O)[N:7]([CH2:25][C:26]1[CH:27]=[N:28][C:29]([O:32][CH3:33])=[CH:30][CH:31]=1)[C:8]1[CH:13]=[CH:12][C:11]([C:14]([C:16]2[C:24]3[CH:23]=[N:22][CH:21]=[N:20][C:19]=3[NH:18][CH:17]=2)=[O:15])=[CH:10][N:9]=1)(C)(C)C.FC(F)(F)C(O)=O. Product: [CH3:33][O:32][C:29]1[N:28]=[CH:27][C:26]([CH2:25][NH:7][C:8]2[N:9]=[CH:10][C:11]([C:14]([C:16]3[C:24]4[CH:23]=[N:22][CH:21]=[N:20][C:19]=4[NH:18][CH:17]=3)=[O:15])=[CH:12][CH:13]=2)=[CH:31][CH:30]=1. The catalyst class is: 4. (2) Reactant: [S:1]([C:5]1[CH:25]=[CH:24][C:8]([O:9][CH2:10][CH2:11][CH2:12][CH2:13][CH2:14][CH2:15][NH:16]C(=O)OC(C)(C)C)=[CH:7][CH:6]=1)(=[O:4])(=[O:3])[NH2:2]. Product: [NH2:16][CH2:15][CH2:14][CH2:13][CH2:12][CH2:11][CH2:10][O:9][C:8]1[CH:7]=[CH:6][C:5]([S:1]([NH2:2])(=[O:3])=[O:4])=[CH:25][CH:24]=1. The catalyst class is: 137. (3) Reactant: [F:1][C:2]([F:25])([F:24])[C:3]1[CH:4]=[C:5]([C:13]2[N:17]=[CH:16][N:15](/[CH:18]=[CH:19]\[C:20]([NH:22][NH2:23])=[O:21])[N:14]=2)[CH:6]=[C:7]([C:9]([F:12])([F:11])[F:10])[CH:8]=1.[C:26]([O:30][C:31]([NH:33][C@@H:34]([CH:38]([CH3:40])[CH3:39])[C:35](O)=[O:36])=[O:32])([CH3:29])([CH3:28])[CH3:27].C(P1(=O)OP(CCC)(=O)OP(CCC)(=O)O1)CC.CCN(C(C)C)C(C)C. Product: [C:26]([O:30][C:31](=[O:32])[NH:33][C@@H:34]([CH:38]([CH3:39])[CH3:40])[C:35]([NH:23][NH:22][C:20](=[O:21])/[CH:19]=[CH:18]\[N:15]1[CH:16]=[N:17][C:13]([C:5]2[CH:6]=[C:7]([C:9]([F:10])([F:11])[F:12])[CH:8]=[C:3]([C:2]([F:24])([F:1])[F:25])[CH:4]=2)=[N:14]1)=[O:36])([CH3:29])([CH3:28])[CH3:27]. The catalyst class is: 1.